The task is: Predict the product of the given reaction.. This data is from Forward reaction prediction with 1.9M reactions from USPTO patents (1976-2016). (1) Given the reactants [C:1]([O:5][C:6]([N:8]1[CH2:12][CH2:11][CH2:10][C@H:9]1[C:13]([OH:15])=[O:14])=[O:7])([CH3:4])([CH3:3])[CH3:2].CCN(C(C)C)C(C)C.Br[CH2:26][C:27]([C:29]1[CH:34]=[CH:33][C:32]([F:35])=[CH:31][CH:30]=1)=[O:28], predict the reaction product. The product is: [N:8]1([C:6]([O:5][C:1]([CH3:4])([CH3:2])[CH3:3])=[O:7])[CH2:12][CH2:11][CH2:10][C@H:9]1[C:13]([O:15][CH2:26][C:27]([C:29]1[CH:34]=[CH:33][C:32]([F:35])=[CH:31][CH:30]=1)=[O:28])=[O:14]. (2) The product is: [OH:8][C:9]1[C:14](=[O:15])[N:13]=[C:12]([CH2:16][C:17]2([C:22]3[CH:27]=[CH:26][CH:25]=[CH:24][N:23]=3)[CH2:18][CH2:19][CH2:20][CH2:21]2)[N:11]2[CH2:28][CH2:29][N:30]([CH3:33])[C:31](=[O:32])[C:10]=12. Given the reactants C([O:8][C:9]1[C:14](=[O:15])[N:13]=[C:12]([CH2:16][C:17]2([C:22]3[CH:27]=[CH:26][CH:25]=[CH:24][N:23]=3)[CH2:21][CH2:20][CH2:19][CH2:18]2)[N:11]2[CH2:28][CH2:29][N:30]([CH2:33]C3CC3)[C:31](=[O:32])[C:10]=12)C1C=CC=CC=1.[H][H].CO, predict the reaction product. (3) Given the reactants Br[C:2]([CH3:6])([CH3:5])[CH:3]=[O:4].[N:7]1([C:13]([O:15][C:16]([CH3:19])([CH3:18])[CH3:17])=[O:14])[CH2:12][CH2:11][NH:10][CH2:9][CH2:8]1, predict the reaction product. The product is: [CH3:5][C:2]([N:10]1[CH2:9][CH2:8][N:7]([C:13]([O:15][C:16]([CH3:19])([CH3:18])[CH3:17])=[O:14])[CH2:12][CH2:11]1)([CH3:6])[CH:3]=[O:4].